Dataset: Forward reaction prediction with 1.9M reactions from USPTO patents (1976-2016). Task: Predict the product of the given reaction. (1) Given the reactants [CH3:1][C:2]([O:5][C:6]([NH:8][CH2:9][CH2:10][CH2:11][CH2:12][C@H:13]([NH:17][C:18]([O:20][C:21]([CH3:24])([CH3:23])[CH3:22])=[O:19])[C:14]([OH:16])=[O:15])=[O:7])([CH3:4])[CH3:3].C1CCC(NC2CCCCC2)CC1.S(=O)(=O)(O)O, predict the reaction product. The product is: [NH:17]([C:18]([O:20][C:21]([CH3:24])([CH3:23])[CH3:22])=[O:19])[C@H:13]([C:14]([OH:16])=[O:15])[CH2:12][CH2:11][CH2:10][CH2:9][NH:8][C:6]([O:5][C:2]([CH3:4])([CH3:3])[CH3:1])=[O:7]. (2) Given the reactants [NH2:1][C:2]1[CH:7]=[C:6]([CH3:8])[CH:5]=[C:4]([CH3:9])[N:3]=1.[CH2:10]([N:17]1[CH2:21][CH2:20][C:19](=O)[CH2:18]1)[C:11]1[CH:16]=[CH:15][CH:14]=[CH:13][CH:12]=1.C(O[BH-](OC(=O)C)OC(=O)C)(=O)C.[Na+].[OH-].[Na+], predict the reaction product. The product is: [CH2:10]([N:17]1[CH2:21][CH2:20][CH:19]([NH:1][C:2]2[CH:7]=[C:6]([CH3:8])[CH:5]=[C:4]([CH3:9])[N:3]=2)[CH2:18]1)[C:11]1[CH:16]=[CH:15][CH:14]=[CH:13][CH:12]=1. (3) Given the reactants [Br:1][C:2]1[CH:3]=[CH:4][C:5]([N:8]2[CH:12]=[CH:11][C:10]([C:13]([C:15]3[CH:24]=[CH:23][C:18]4[NH:19][C:20](=[O:22])[S:21][C:17]=4[CH:16]=3)=[CH2:14])=[N:9]2)=[N:6][CH:7]=1, predict the reaction product. The product is: [Br:1][C:2]1[CH:3]=[CH:4][C:5]([N:8]2[CH:12]=[CH:11][C:10]([CH:13]([C:15]3[CH:24]=[CH:23][C:18]4[NH:19][C:20](=[O:22])[S:21][C:17]=4[CH:16]=3)[CH3:14])=[N:9]2)=[N:6][CH:7]=1. (4) Given the reactants [NH2:1][NH:2][C:3]([C:5]1[C:10]([CH3:11])=[CH:9][CH:8]=[CH:7][N:6]=1)=[NH:4].[F:12][C:13]1[CH:20]=[CH:19][C:18]([O:21][CH3:22])=[CH:17][C:14]=1[CH:15]=O, predict the reaction product. The product is: [F:12][C:13]1[CH:20]=[CH:19][C:18]([O:21][CH3:22])=[CH:17][C:14]=1[C:15]1[NH:1][N:2]=[C:3]([C:5]2[C:10]([CH3:11])=[CH:9][CH:8]=[CH:7][N:6]=2)[N:4]=1. (5) Given the reactants [N+:1]([C:4]1[CH:5]=[C:6]([C:9]([OH:11])=[O:10])[NH:7][N:8]=1)([O-:3])=[O:2].S(=O)(=O)(O)O.[C:17](=O)([O-])[O-].[K+].[K+], predict the reaction product. The product is: [CH3:17][O:10][C:9]([C:6]1[NH:7][N:8]=[C:4]([N+:1]([O-:3])=[O:2])[CH:5]=1)=[O:11]. (6) Given the reactants CS(C)=O.C(#N)C.[CH3:8][C:9]1[CH:14]=[C:13]([NH:15][C:16]2[CH:17]=[CH:18][N:19]=[CH:20][C:21]=2[S:22]([NH:25][C:26]([NH:28][CH:29]([CH3:31])[CH3:30])=[O:27])(=[O:24])=[O:23])[CH:12]=[CH:11][CH:10]=1.[ClH:32], predict the reaction product. The product is: [CH3:8][C:9]1[CH:14]=[C:13]([NH:15][C:16]2[CH:17]=[CH:18][N:19]=[CH:20][C:21]=2[S:22]([NH:25][C:26]([NH:28][CH:29]([CH3:31])[CH3:30])=[O:27])(=[O:23])=[O:24])[CH:12]=[CH:11][CH:10]=1.[ClH:32]. (7) Given the reactants [Cl:1]N1C(=O)CCC1=O.[CH3:9][O:10][C:11]1[CH:16]=[CH:15][CH:14]=[CH:13][C:12]=1[C:17]1[CH:28]=[C:27]2[C:23]([CH:24]=[CH:25][N:26]2[CH3:29])=[C:22]2[C:18]=1[C:19](=[O:31])[NH:20][C:21]2=[O:30], predict the reaction product. The product is: [Cl:1][C:24]1[C:23]2[C:27](=[CH:28][C:17]([C:12]3[CH:13]=[CH:14][CH:15]=[CH:16][C:11]=3[O:10][CH3:9])=[C:18]3[C:22]=2[C:21](=[O:30])[NH:20][C:19]3=[O:31])[N:26]([CH3:29])[CH:25]=1. (8) The product is: [Cl:1][C:2]1[C:3]([C:22]([F:23])([F:24])[F:25])=[CH:4][C:5]([O:8][CH:9]2[CH2:10][CH2:11][N:12]([CH2:15][C:37]3[C:36]([CH:33]4[CH2:35][CH2:34]4)=[CH:48][C:40]([C:41]([O:43][C:44]([CH3:47])([CH3:45])[CH3:46])=[O:42])=[C:39]([F:49])[CH:38]=3)[CH2:13][CH2:14]2)=[N:6][CH:7]=1. Given the reactants [Cl:1][C:2]1[C:3]([C:22]([F:25])([F:24])[F:23])=[CH:4][C:5]([O:8][CH:9]2[CH2:14][CH2:13][N:12]([C:15](OC(C)(C)C)=O)[CH2:11][CH2:10]2)=[N:6][CH:7]=1.Cl.C(=O)([O-])[O-].[K+].[K+].[CH:33]1([C:36]2[C:37](COS(C)(=O)=O)=[CH:38][C:39]([F:49])=[C:40]([CH:48]=2)[C:41]([O:43][C:44]([CH3:47])([CH3:46])[CH3:45])=[O:42])[CH2:35][CH2:34]1, predict the reaction product. (9) Given the reactants [O:1]1[C:5]2[CH:6]=[CH:7][CH:8]=[CH:9][C:4]=2[CH2:3][CH2:2]1.[N+:10]([O-])([OH:12])=[O:11].C([O-])([O-])=O.[Na+].[Na+], predict the reaction product. The product is: [N+:10]([C:8]1[CH:7]=[CH:6][C:5]2[O:1][CH2:2][CH2:3][C:4]=2[CH:9]=1)([O-:12])=[O:11].